From a dataset of Forward reaction prediction with 1.9M reactions from USPTO patents (1976-2016). Predict the product of the given reaction. Given the reactants Cl.[NH2:2][C:3]1[C:4]2[C:14]([O:15][CH2:16][C@H:17]3[CH2:22][CH2:21][CH2:20][CH2:19][NH2+:18]3)=[CH:13][CH:12]=[CH:11][C:5]=2[NH:6][S:7](=[O:10])(=[O:9])[N:8]=1.[OH:23][C:24]1[CH:32]=[N:31][CH:30]=[CH:29][C:25]=1[C:26](O)=[O:27], predict the reaction product. The product is: [NH2:2][C:3]1[C:4]2[C:14]([O:15][CH2:16][C@H:17]3[CH2:22][CH2:21][CH2:20][CH2:19][N:18]3[C:26]([C:25]3[CH:29]=[CH:30][N:31]=[CH:32][C:24]=3[OH:23])=[O:27])=[CH:13][CH:12]=[CH:11][C:5]=2[NH:6][S:7](=[O:9])(=[O:10])[N:8]=1.